This data is from Forward reaction prediction with 1.9M reactions from USPTO patents (1976-2016). The task is: Predict the product of the given reaction. (1) The product is: [OH:11][C:8]1[CH:9]=[CH:10][C:5]([OH:4])=[CH:6][C:7]=1[C:15]1[N:34]([CH2:26][CH2:27][C:28]2[CH:33]=[CH:32][CH:31]=[CH:30][CH:29]=2)[C:17](=[O:25])[C:18]2[C:19](=[CH:21][CH:22]=[CH:23][CH:24]=2)[N:20]=1. Given the reactants C([O:4][C:5]1[CH:10]=[CH:9][C:8]([O:11]C(=O)C)=[C:7]([C:15]2O[C:17](=[O:25])[C:18]3[CH:24]=[CH:23][CH:22]=[CH:21][C:19]=3[N:20]=2)[CH:6]=1)(=O)C.[CH2:26]([NH2:34])[CH2:27][C:28]1[CH:33]=[CH:32][CH:31]=[CH:30][CH:29]=1, predict the reaction product. (2) Given the reactants Cl[C:2]1[CH:7]=[CH:6][C:5]([C:8]2[N:13]=[C:12]([N:14]3[CH2:19][CH2:18][O:17][CH2:16][CH2:15]3)[CH:11]=[CH:10][N:9]=2)=[CH:4][CH:3]=1.[CH:20]1([NH:23][C:24](=[O:41])[NH:25]C2C=CC(B3OC(C)(C)C(C)(C)O3)=CC=2)[CH2:22][CH2:21]1.C([O-])([O-])=O.[Cs+].[Cs+], predict the reaction product. The product is: [CH:20]1([NH:23][C:24]([NH:25][C:2]2[CH:7]=[CH:6][C:5]([C:8]3[N:13]=[C:12]([N:14]4[CH2:19][CH2:18][O:17][CH2:16][CH2:15]4)[CH:11]=[CH:10][N:9]=3)=[CH:4][CH:3]=2)=[O:41])[CH2:22][CH2:21]1.